Dataset: Reaction yield outcomes from USPTO patents with 853,638 reactions. Task: Predict the reaction yield, written as a fraction of the theoretical maximum amount of product (1.0 means a 100% yield; for example, 0.34 means a 34% yield). (1) The reactants are Cl.FC1C=C(C=CC=1)CN1C=C(C2C3C(=NC=C(C4C=CC(C5CCNCC5)=CC=4)C=3)N(S(C3C=CC(C)=CC=3)(=O)=O)C=2)C=N1.[F:46][C:47]1[CH:52]=[C:51]([C:53]2[CH:54]=[C:55]3[C:61]([C:62]4[CH:63]=[N:64][N:65]([CH2:67][CH2:68][C:69]5[CH:74]=[CH:73][CH:72]=[CH:71][CH:70]=5)[CH:66]=4)=[CH:60][N:59](S(C4C=CC(C)=CC=4)(=O)=O)[C:56]3=[N:57][CH:58]=2)[CH:50]=[CH:49][C:48]=1[CH:85]1[CH2:90][CH2:89][N:88]([C:91]([O:93][C:94]([CH3:97])([CH3:96])[CH3:95])=[O:92])[CH2:87][CH2:86]1.[OH-].[Na+]. The catalyst is C1COCC1.CO.O. The product is [F:46][C:47]1[CH:52]=[C:51]([C:53]2[CH:54]=[C:55]3[C:61]([C:62]4[CH:63]=[N:64][N:65]([CH2:67][CH2:68][C:69]5[CH:74]=[CH:73][CH:72]=[CH:71][CH:70]=5)[CH:66]=4)=[CH:60][NH:59][C:56]3=[N:57][CH:58]=2)[CH:50]=[CH:49][C:48]=1[CH:85]1[CH2:90][CH2:89][N:88]([C:91]([O:93][C:94]([CH3:97])([CH3:96])[CH3:95])=[O:92])[CH2:87][CH2:86]1. The yield is 0.750. (2) The reactants are [N+:1]([C:4]1[C:13]2[C:8](=[CH:9][CH:10]=[CH:11][CH:12]=2)[C:7]([O:14][CH:15]([C:17]2[CH:22]=[CH:21][N:20]=[C:19]([NH2:23])[CH:18]=2)[CH3:16])=[CH:6][CH:5]=1)([O-])=O.[H][H]. The catalyst is CO.CC(O)=O.[Pt]. The product is [NH2:1][C:4]1[C:13]2[C:8](=[CH:9][CH:10]=[CH:11][CH:12]=2)[C:7]([O:14][CH:15]([C:17]2[CH:22]=[CH:21][N:20]=[C:19]([NH2:23])[CH:18]=2)[CH3:16])=[CH:6][CH:5]=1. The yield is 0.990. (3) The reactants are Br[CH2:2][CH2:3][CH2:4][CH2:5][C:6]([CH3:16])([CH3:15])[CH2:7][O:8][CH:9]1[CH2:14][CH2:13][CH2:12][CH2:11][O:10]1.[C:17]([O:25][CH2:26][CH3:27])(=[O:24])[CH2:18][C:19]([O:21][CH2:22][CH3:23])=[O:20].[H-].[Na+].[OH2:30]. The catalyst is CS(C)=O.[I-].C([N+](CCCC)(CCCC)CCCC)CCC. The product is [CH2:26]([O:25][C:17](=[O:24])[C:18]([CH2:2][CH2:3][CH2:4][CH2:5][C:6]([CH3:15])([CH3:16])[CH2:7][O:30][CH:11]1[CH2:12][CH2:13][CH2:14][CH2:9][O:10]1)([CH2:2][CH2:3][CH2:4][CH2:5][C:6]([CH3:16])([CH3:15])[CH2:7][O:8][CH:9]1[CH2:14][CH2:13][CH2:12][CH2:11][O:10]1)[C:19]([O:21][CH2:22][CH3:23])=[O:20])[CH3:27]. The yield is 0.820.